Predict the reactants needed to synthesize the given product. From a dataset of Full USPTO retrosynthesis dataset with 1.9M reactions from patents (1976-2016). (1) The reactants are: [O:1]=[C:2]([C:10]1[CH:19]=[CH:18][C:13]2[NH:14][C:15](=[O:17])[NH:16][C:12]=2[CH:11]=1)[CH2:3][S:4][CH2:5][C:6]([O:8]C)=[O:7].[OH-].[Na+]. Given the product [O:1]=[C:2]([C:10]1[CH:19]=[CH:18][C:13]2[NH:14][C:15](=[O:17])[NH:16][C:12]=2[CH:11]=1)[CH2:3][S:4][CH2:5][C:6]([OH:8])=[O:7], predict the reactants needed to synthesize it. (2) Given the product [F:22][C:18]1[CH:17]=[C:16]([CH:21]=[CH:20][CH:19]=1)[CH2:15][O:14][C:11]1[CH:10]=[CH:9][C:8]([N:6]2[C:5](=[O:23])[CH2:4][CH:3]([NH:2][C:31](=[O:33])[CH3:32])[CH2:7]2)=[CH:13][CH:12]=1, predict the reactants needed to synthesize it. The reactants are: Cl.[NH2:2][CH:3]1[CH2:7][N:6]([C:8]2[CH:13]=[CH:12][C:11]([O:14][CH2:15][C:16]3[CH:21]=[CH:20][CH:19]=[C:18]([F:22])[CH:17]=3)=[CH:10][CH:9]=2)[C:5](=[O:23])[CH2:4]1.C(N(CC)CC)C.[C:31](Cl)(=[O:33])[CH3:32].[OH-].[NH4+]. (3) Given the product [CH3:21][O:22][P:23]([CH2:2][C:3]([CH3:20])=[CH:4][CH2:5][C:6]1[C:14]([OH:15])=[C:13]2[C:9](=[C:8]([CH3:17])[C:7]=1[O:18][CH3:19])[CH2:10][O:11][C:12]2=[O:16])(=[O:26])[O:24][CH3:25], predict the reactants needed to synthesize it. The reactants are: Br[CH2:2][C:3]([CH3:20])=[CH:4][CH2:5][C:6]1[C:14]([OH:15])=[C:13]2[C:9]([CH2:10][O:11][C:12]2=[O:16])=[C:8]([CH3:17])[C:7]=1[O:18][CH3:19].[CH3:21][O:22][P:23]([O:26]C)[O:24][CH3:25]. (4) Given the product [N+:1]([C:4]1[CH:5]=[CH:6][C:7]([CH2:8][C:9]([CH2:19][CH2:20][F:21])([C:10]#[N:11])[C:12]#[N:13])=[CH:14][CH:15]=1)([O-:3])=[O:2], predict the reactants needed to synthesize it. The reactants are: [N+:1]([C:4]1[CH:15]=[CH:14][C:7]([CH2:8][CH:9]([C:12]#[N:13])[C:10]#[N:11])=[CH:6][CH:5]=1)([O-:3])=[O:2].[H-].[Na+].Br[CH2:19][CH2:20][F:21]. (5) Given the product [C:8]([C:12]1[N:13]=[C:14]([O:5][CH:1]2[CH2:4][CH2:3][CH2:2]2)[C:15]2[N:20]=[N:19][N:18]([CH2:21][C:22]3[CH:27]=[CH:26][CH:25]=[CH:24][C:23]=3[Cl:28])[C:16]=2[N:17]=1)([CH3:11])([CH3:9])[CH3:10], predict the reactants needed to synthesize it. The reactants are: [CH:1]1([OH:5])[CH2:4][CH2:3][CH2:2]1.[H-].[Na+].[C:8]([C:12]1[N:13]=[C:14](Cl)[C:15]2[N:20]=[N:19][N:18]([CH2:21][C:22]3[CH:27]=[CH:26][CH:25]=[CH:24][C:23]=3[Cl:28])[C:16]=2[N:17]=1)([CH3:11])([CH3:10])[CH3:9].C(O)=O. (6) Given the product [Cl:1][C:2]1[CH:3]=[C:4]([CH2:27][CH2:28][C:29]([OH:31])=[O:30])[CH:5]=[CH:6][C:7]=1[C:8]1[N:12]=[C:11]([C:13]2[N:14]=[C:15]3[C:20]([Cl:21])=[CH:19][C:18]([C:22]([F:24])([F:25])[F:23])=[CH:17][N:16]3[CH:26]=2)[O:10][N:9]=1, predict the reactants needed to synthesize it. The reactants are: [Cl:1][C:2]1[CH:3]=[C:4]([CH2:27][CH2:28][C:29]([O:31]C(C)(C)C)=[O:30])[CH:5]=[CH:6][C:7]=1[C:8]1[N:12]=[C:11]([C:13]2[N:14]=[C:15]3[C:20]([Cl:21])=[CH:19][C:18]([C:22]([F:25])([F:24])[F:23])=[CH:17][N:16]3[CH:26]=2)[O:10][N:9]=1. (7) Given the product [F:44][C:45]1[CH:53]=[CH:52][C:48]([C:49]([NH:36][C:37]2[CH:42]=[CH:41][CH:40]=[CH:39][C:38]=2[OH:43])=[O:50])=[CH:47][CH:46]=1, predict the reactants needed to synthesize it. The reactants are: C[C@H]1CO[C@@]2(O[C@H]3C[C@H]4[C@@H]5CC=C6C[C@@H](O)CC[C@]6(C)[C@H]5CC[C@]4(C)[C@H]3[C@@H]2C)CC1.C(=O)(O)[O-].[Na+].[NH2:36][C:37]1[CH:42]=[CH:41][CH:40]=[CH:39][C:38]=1[OH:43].[F:44][C:45]1[CH:53]=[CH:52][C:48]([C:49](Cl)=[O:50])=[CH:47][CH:46]=1.CC1CCCO1. (8) Given the product [Br:1][C:2]1[CH:3]=[C:4]([C:8]2([CH3:20])[C:13]([CH3:15])([CH3:14])[O:12][C:11]([NH:39][C@H:31]([C:32]3[CH:37]=[CH:36][CH:35]=[CH:34][C:33]=3[F:38])[CH2:30][CH2:29][O:28][Si:21]([C:24]([CH3:27])([CH3:26])[CH3:25])([CH3:22])[CH3:23])=[N:10][S:9]2(=[O:19])=[O:18])[CH:5]=[CH:6][CH:7]=1, predict the reactants needed to synthesize it. The reactants are: [Br:1][C:2]1[CH:3]=[C:4]([C:8]2([CH3:20])[C:13]([CH3:15])([CH3:14])[O:12][C:11](OC)=[N:10][S:9]2(=[O:19])=[O:18])[CH:5]=[CH:6][CH:7]=1.[Si:21]([O:28][CH2:29][CH2:30][C@H:31]([NH2:39])[C:32]1[CH:37]=[CH:36][CH:35]=[CH:34][C:33]=1[F:38])([C:24]([CH3:27])([CH3:26])[CH3:25])([CH3:23])[CH3:22]. (9) Given the product [O:40]=[C:41]([CH3:43])[CH2:42][CH:29]1[CH2:30][CH2:31][CH2:32][C:28]1=[O:33], predict the reactants needed to synthesize it. The reactants are: [N+]([O-])([O-])=O.[Ce+4].[NH4+].[N+]([O-])([O-])=O.[N+]([O-])([O-])=O.[N+]([O-])([O-])=O.[N+]([O-])([O-])=O.C(=O)(O)[O-].[Na+].[C:28]1([O:33][Si](C)(C)C)[CH2:32][CH2:31][CH2:30][CH:29]=1.C[Si](C)(C)[O:40][C:41]([CH3:43])=[CH2:42].